The task is: Regression. Given two drug SMILES strings and cell line genomic features, predict the synergy score measuring deviation from expected non-interaction effect.. This data is from NCI-60 drug combinations with 297,098 pairs across 59 cell lines. (1) Drug 1: CC(C)NC(=O)C1=CC=C(C=C1)CNNC.Cl. Drug 2: C1CN(P(=O)(OC1)NCCCl)CCCl. Cell line: LOX IMVI. Synergy scores: CSS=-8.46, Synergy_ZIP=8.19, Synergy_Bliss=5.15, Synergy_Loewe=2.43, Synergy_HSA=-5.63. (2) Drug 2: C1CN(CCN1C(=O)CCBr)C(=O)CCBr. Cell line: KM12. Synergy scores: CSS=9.16, Synergy_ZIP=-0.988, Synergy_Bliss=0.564, Synergy_Loewe=-0.523, Synergy_HSA=-0.896. Drug 1: CC1=C(C(CCC1)(C)C)C=CC(=CC=CC(=CC(=O)O)C)C. (3) Synergy scores: CSS=8.74, Synergy_ZIP=-3.72, Synergy_Bliss=-4.77, Synergy_Loewe=-2.22, Synergy_HSA=-1.41. Drug 1: C1=NC2=C(N=C(N=C2N1C3C(C(C(O3)CO)O)O)F)N. Drug 2: CC1=C(C(CCC1)(C)C)C=CC(=CC=CC(=CC(=O)O)C)C. Cell line: MCF7. (4) Drug 1: CN(CC1=CN=C2C(=N1)C(=NC(=N2)N)N)C3=CC=C(C=C3)C(=O)NC(CCC(=O)O)C(=O)O. Drug 2: COCCOC1=C(C=C2C(=C1)C(=NC=N2)NC3=CC=CC(=C3)C#C)OCCOC.Cl. Cell line: DU-145. Synergy scores: CSS=36.8, Synergy_ZIP=1.48, Synergy_Bliss=5.58, Synergy_Loewe=-25.4, Synergy_HSA=6.77. (5) Drug 1: CC1OCC2C(O1)C(C(C(O2)OC3C4COC(=O)C4C(C5=CC6=C(C=C35)OCO6)C7=CC(=C(C(=C7)OC)O)OC)O)O. Drug 2: C1=NC(=NC(=O)N1C2C(C(C(O2)CO)O)O)N. Cell line: SF-539. Synergy scores: CSS=18.6, Synergy_ZIP=0.0333, Synergy_Bliss=-0.0477, Synergy_Loewe=-4.21, Synergy_HSA=-0.0239. (6) Drug 1: CC1C(C(CC(O1)OC2CC(OC(C2O)C)OC3=CC4=CC5=C(C(=O)C(C(C5)C(C(=O)C(C(C)O)O)OC)OC6CC(C(C(O6)C)O)OC7CC(C(C(O7)C)O)OC8CC(C(C(O8)C)O)(C)O)C(=C4C(=C3C)O)O)O)O. Drug 2: CCN(CC)CCCC(C)NC1=C2C=C(C=CC2=NC3=C1C=CC(=C3)Cl)OC. Cell line: NCIH23. Synergy scores: CSS=31.3, Synergy_ZIP=-5.75, Synergy_Bliss=-3.81, Synergy_Loewe=-3.53, Synergy_HSA=-1.02. (7) Drug 1: C(CC(=O)O)C(=O)CN.Cl. Drug 2: C1C(C(OC1N2C=NC(=NC2=O)N)CO)O. Cell line: PC-3. Synergy scores: CSS=20.0, Synergy_ZIP=-8.31, Synergy_Bliss=-1.40, Synergy_Loewe=1.15, Synergy_HSA=3.45. (8) Drug 2: C1C(C(OC1N2C=NC(=NC2=O)N)CO)O. Drug 1: CCC1=CC2CC(C3=C(CN(C2)C1)C4=CC=CC=C4N3)(C5=C(C=C6C(=C5)C78CCN9C7C(C=CC9)(C(C(C8N6C)(C(=O)OC)O)OC(=O)C)CC)OC)C(=O)OC.C(C(C(=O)O)O)(C(=O)O)O. Synergy scores: CSS=5.26, Synergy_ZIP=-0.556, Synergy_Bliss=-2.69, Synergy_Loewe=-1.94, Synergy_HSA=-2.09. Cell line: NCI/ADR-RES. (9) Drug 1: CC(CN1CC(=O)NC(=O)C1)N2CC(=O)NC(=O)C2. Drug 2: CCC1(C2=C(COC1=O)C(=O)N3CC4=CC5=C(C=CC(=C5CN(C)C)O)N=C4C3=C2)O.Cl. Cell line: SK-MEL-28. Synergy scores: CSS=13.4, Synergy_ZIP=-0.520, Synergy_Bliss=5.03, Synergy_Loewe=2.03, Synergy_HSA=3.76. (10) Drug 1: CCCS(=O)(=O)NC1=C(C(=C(C=C1)F)C(=O)C2=CNC3=C2C=C(C=N3)C4=CC=C(C=C4)Cl)F. Drug 2: C1CC(C1)(C(=O)O)C(=O)O.[NH2-].[NH2-].[Pt+2]. Cell line: HCT116. Synergy scores: CSS=21.2, Synergy_ZIP=-0.834, Synergy_Bliss=1.08, Synergy_Loewe=0.320, Synergy_HSA=-0.367.